From a dataset of Catalyst prediction with 721,799 reactions and 888 catalyst types from USPTO. Predict which catalyst facilitates the given reaction. Reactant: [NH2:1][C:2]1[C:3]2[N:4]([N:21]=[N:22][N:23]=2)[C:5]([CH3:20])=[C:6]([CH3:19])[C:7]=1[NH:8][CH2:9][CH2:10][NH:11][C:12](=[O:18])[O:13][C:14]([CH3:17])([CH3:16])[CH3:15].C(N(CC)CC)C.[CH2:31]([O:33][CH2:34][C:35](Cl)=[O:36])[CH3:32]. Product: [CH2:31]([O:33][CH2:34][C:35]([NH:1][C:2]1[C:3]2[N:4]([N:21]=[N:22][N:23]=2)[C:5]([CH3:20])=[C:6]([CH3:19])[C:7]=1[NH:8][CH2:9][CH2:10][NH:11][C:12](=[O:18])[O:13][C:14]([CH3:15])([CH3:16])[CH3:17])=[O:36])[CH3:32]. The catalyst class is: 4.